This data is from Forward reaction prediction with 1.9M reactions from USPTO patents (1976-2016). The task is: Predict the product of the given reaction. Given the reactants [Cl:1][C:2]1[CH:13]=[C:12]([F:14])[CH:11]=[CH:10][C:3]=1[CH:4]=[C:5]([C:8]#[N:9])[C:6]#[N:7].[BH4-].[Na+], predict the reaction product. The product is: [Cl:1][C:2]1[CH:13]=[C:12]([F:14])[CH:11]=[CH:10][C:3]=1[CH2:4][CH:5]([C:6]#[N:7])[C:8]#[N:9].